The task is: Predict the reactants needed to synthesize the given product.. This data is from Full USPTO retrosynthesis dataset with 1.9M reactions from patents (1976-2016). Given the product [CH3:31][O:30][C:23]1[CH:24]=[C:25]([O:28][CH3:29])[CH:26]=[CH:27][C:22]=1[CH2:21][N:15]([C:16]1[S:17][CH:18]=[CH:19][N:20]=1)[S:12]([C:8]1[CH:7]=[C:6]2[C:11](=[CH:10][CH:9]=1)[C:2]([C:32]1[N:33]([CH3:34])[CH:35]=[CH:37][N:38]=1)=[N:3][CH:4]=[CH:5]2)(=[O:13])=[O:14], predict the reactants needed to synthesize it. The reactants are: Cl[C:2]1[C:11]2[C:6](=[CH:7][C:8]([S:12]([N:15]([CH2:21][C:22]3[CH:27]=[CH:26][C:25]([O:28][CH3:29])=[CH:24][C:23]=3[O:30][CH3:31])[C:16]3[S:17][CH:18]=[CH:19][N:20]=3)(=[O:14])=[O:13])=[CH:9][CH:10]=2)[CH:5]=[CH:4][N:3]=1.[CH3:32][N:33]([CH:35]=O)[CH3:34].[CH3:37][N:38]1C=CC=C1[Sn](CCCC)(CCCC)CCCC.